This data is from Full USPTO retrosynthesis dataset with 1.9M reactions from patents (1976-2016). The task is: Predict the reactants needed to synthesize the given product. Given the product [CH2:11]([O:13][C:14](=[O:35])[C:15]1[CH:20]=[C:19]([N:21]2[CH:25]=[CH:24][C:23]([CH3:36])=[C:22]2[C:27]2[CH:32]=[C:31]([Cl:33])[CH:30]=[CH:29][C:28]=2[O:34][CH2:4][C:3]2[CH:6]=[CH:7][C:8]([F:10])=[CH:9][C:2]=2[F:1])[CH:18]=[N:17][CH:16]=1)[CH3:12], predict the reactants needed to synthesize it. The reactants are: [F:1][C:2]1[CH:9]=[C:8]([F:10])[CH:7]=[CH:6][C:3]=1[CH2:4]Br.[CH2:11]([O:13][C:14](=[O:35])[C:15]1[CH:20]=[C:19]([N:21]2[C:25](C)=[CH:24][CH:23]=[C:22]2[C:27]2[CH:32]=[C:31]([Cl:33])[CH:30]=[CH:29][C:28]=2[OH:34])[CH:18]=[N:17][CH:16]=1)[CH3:12].[C:36]([O-])([O-])=O.[K+].[K+].